From a dataset of Reaction yield outcomes from USPTO patents with 853,638 reactions. Predict the reaction yield, written as a fraction of the theoretical maximum amount of product (1.0 means a 100% yield; for example, 0.34 means a 34% yield). (1) The yield is 0.670. The catalyst is C1COCC1. The product is [CH2:25]([Sn:19]([CH2:15][CH2:16][CH2:17][CH3:18])([CH2:21][CH2:22][CH2:23][CH3:24])[C:2]1[S:1][C:9]2[CH:8]=[CH:7][N:6]=[CH:5][C:4]=2[CH:3]=1)[CH2:26][CH2:27][CH3:28]. The reactants are [S:1]1[C:9]2[CH:8]=[CH:7][N:6]=[CH:5][C:4]=2[CH:3]=[CH:2]1.C([Li])CCC.[CH2:15]([Sn:19]([CH2:25][CH2:26][CH2:27][CH3:28])([CH2:21][CH2:22][CH2:23][CH3:24])Cl)[CH2:16][CH2:17][CH3:18].C([O-])(O)=O.[Na+]. (2) The reactants are O[CH:2]([C:5]1[CH:9]=[CH:8][S:7][C:6]=1[C:10]([OH:12])=[O:11])[CH2:3][CH3:4].S(Cl)(C1C=CC(C)=CC=1)(=O)=O. The catalyst is ClCCl. The product is [CH2:3]([CH:2]1[O:12][C:10](=[O:11])[C:6]2[S:7][CH:8]=[CH:9][C:5]1=2)[CH3:4]. The yield is 0.130. (3) The reactants are Cl[C:2]1[S:3][C:4]([C:11]2[CH:16]=[CH:15][N:14]=[CH:13][CH:12]=2)=[C:5]2[C:9](=[O:10])[CH2:8][CH2:7][C:6]=12.[F:17][C:18]1[CH:23]=[CH:22][C:21](B(O)O)=[CH:20][CH:19]=1.C([O-])(O)=O.[Na+]. The catalyst is COCCOC.C1C=CC(P(C2C=CC=CC=2)C2C=CC=CC=2)=CC=1.C1C=CC(P(C2C=CC=CC=2)C2C=CC=CC=2)=CC=1.Cl[Pd]Cl. The product is [F:17][C:18]1[CH:23]=[CH:22][C:21]([C:2]2[S:3][C:4]([C:11]3[CH:16]=[CH:15][N:14]=[CH:13][CH:12]=3)=[C:5]3[C:9](=[O:10])[CH2:8][CH2:7][C:6]=23)=[CH:20][CH:19]=1. The yield is 0.230. (4) The reactants are C1(P(C2C=CC=CC=2)C2C=CC=CC=2)C=CC=CC=1.BrN1C(=O)CCC1=O.[CH:28]1([CH2:33][CH:34]([C:38]2[CH:43]=[CH:42][C:41]([S:44]([CH3:47])(=[O:46])=[O:45])=[C:40]([N+:48]([O-:50])=[O:49])[CH:39]=2)[C:35]([OH:37])=O)[CH2:32][CH2:31][CH2:30][CH2:29]1.[NH2:51][C:52]1[S:53][CH:54]=[CH:55][N:56]=1. The catalyst is C(Cl)Cl. The product is [CH:28]1([CH2:33][CH:34]([C:38]2[CH:43]=[CH:42][C:41]([S:44]([CH3:47])(=[O:45])=[O:46])=[C:40]([N+:48]([O-:50])=[O:49])[CH:39]=2)[C:35]([NH:51][C:52]2[S:53][CH:54]=[CH:55][N:56]=2)=[O:37])[CH2:32][CH2:31][CH2:30][CH2:29]1. The yield is 0.520. (5) The reactants are [CH3:1][C:2]1[CH:3]=[C:4]([N:9]2[C:13](=[O:14])/[C:12](=[N:15]\[NH:16][C:17]3[C:18]([OH:32])=[C:19]([C:23]4[CH:28]=[CH:27][CH:26]=[C:25]([C:29]([OH:31])=[O:30])[CH:24]=4)[CH:20]=[CH:21][CH:22]=3)/[C:11]([CH3:33])=[N:10]2)[CH:5]=[CH:6][C:7]=1[CH3:8].[CH2:34]([CH2:36][NH2:37])[OH:35]. The catalyst is C(O)C. The product is [CH2:13]([CH2:12][NH2:15])[OH:14].[CH2:34]([CH2:36][NH2:37])[OH:35].[CH3:1][C:2]1[CH:3]=[C:4]([N:9]2[C:13](=[O:14])/[C:12](=[N:15]\[NH:16][C:17]3[C:18]([OH:32])=[C:19]([C:23]4[CH:28]=[CH:27][CH:26]=[C:25]([C:29]([OH:31])=[O:30])[CH:24]=4)[CH:20]=[CH:21][CH:22]=3)/[C:11]([CH3:33])=[N:10]2)[CH:5]=[CH:6][C:7]=1[CH3:8]. The yield is 0.960.